This data is from Full USPTO retrosynthesis dataset with 1.9M reactions from patents (1976-2016). The task is: Predict the reactants needed to synthesize the given product. (1) Given the product [F:9][C:10]1[CH:18]=[CH:17][C:13]([C:14]([Cl:1])=[N:15][OH:16])=[CH:12][CH:11]=1, predict the reactants needed to synthesize it. The reactants are: [Cl:1]N1C(=O)CCC1=O.[F:9][C:10]1[CH:18]=[CH:17][C:13]([CH:14]=[N:15][OH:16])=[CH:12][CH:11]=1. (2) Given the product [CH3:1][O:2][C:3]1[CH:29]=[CH:28][C:6]2[N:7]=[C:8]([NH:10][C:11]3[CH:16]=[C:15]([CH2:17][C:18]4[CH:19]=[CH:20][CH:21]=[CH:22][CH:23]=4)[N:14]=[C:13]([NH:30][C@H:31]4[CH2:36][CH2:35][C@H:34]([OH:37])[CH2:33][CH2:32]4)[N:12]=3)[S:9][C:5]=2[CH:4]=1, predict the reactants needed to synthesize it. The reactants are: [CH3:1][O:2][C:3]1[CH:29]=[CH:28][C:6]2[N:7]=[C:8]([NH:10][C:11]3[CH:16]=[C:15]([CH2:17][C:18]4[CH:23]=[CH:22][CH:21]=[CH:20][CH:19]=4)[N:14]=[C:13](S(C)(=O)=O)[N:12]=3)[S:9][C:5]=2[CH:4]=1.[NH2:30][C@H:31]1[CH2:36][CH2:35][C@H:34]([OH:37])[CH2:33][CH2:32]1. (3) Given the product [F:1][C:2]1[CH:3]=[C:4]([C:9]2[CH2:13][CH:12]([CH2:14][N:15]3[CH:19]=[CH:18][N:17]=[N:16]3)[O:11][N:10]=2)[CH:5]=[CH:6][C:7]=1[N:26]1[CH2:31][CH2:30][NH:29][CH2:28][CH2:27]1, predict the reactants needed to synthesize it. The reactants are: [F:1][C:2]1[CH:3]=[C:4]([C:9]2[CH2:13][CH:12]([CH2:14][N:15]3[CH:19]=[CH:18][N:17]=[N:16]3)[O:11][N:10]=2)[CH:5]=[CH:6][C:7]=1F.C(=O)([O-])[O-].[K+].[K+].[NH:26]1[CH2:31][CH2:30][NH:29][CH2:28][CH2:27]1. (4) Given the product [C:1]([C:3]1[S:4][C:5]2[CH:11]=[C:10]([OH:12])[CH:9]=[CH:8][C:6]=2[N:7]=1)#[N:2], predict the reactants needed to synthesize it. The reactants are: [C:1]([C:3]1[S:4][C:5]2[CH:11]=[C:10]([O:12]C)[CH:9]=[CH:8][C:6]=2[N:7]=1)#[N:2].Cl.N1C=CC=CC=1.